From a dataset of Reaction yield outcomes from USPTO patents with 853,638 reactions. Predict the reaction yield, written as a fraction of the theoretical maximum amount of product (1.0 means a 100% yield; for example, 0.34 means a 34% yield). (1) The reactants are [CH:1]([N:4]1[CH2:9][CH2:8][CH:7]([O:10][C:11]2[CH:19]=[CH:18][C:17]3[N:16]4[C@H:20]([CH3:25])[CH2:21][NH:22][C:23](=[O:24])[C:15]4=[CH:14][C:13]=3[CH:12]=2)[CH2:6][CH2:5]1)([CH3:3])[CH3:2].[H-].[Na+].Br[CH2:29][C:30]1[C:31]([C:36]2[CH:41]=[CH:40][CH:39]=[CH:38][CH:37]=2)=[N:32][O:33][C:34]=1[CH3:35]. No catalyst specified. The product is [CH:1]([N:4]1[CH2:9][CH2:8][CH:7]([O:10][C:11]2[CH:19]=[CH:18][C:17]3[N:16]4[C@H:20]([CH3:25])[CH2:21][N:22]([CH2:29][C:30]5[C:31]([C:36]6[CH:41]=[CH:40][CH:39]=[CH:38][CH:37]=6)=[N:32][O:33][C:34]=5[CH3:35])[C:23](=[O:24])[C:15]4=[CH:14][C:13]=3[CH:12]=2)[CH2:6][CH2:5]1)([CH3:3])[CH3:2]. The yield is 0.710. (2) The reactants are [H-].[H-].[H-].[H-].[Li+].[Al+3].[CH2:7]([N:14]1[CH2:19][CH2:18][CH:17]([C:20]#[N:21])[CH2:16][CH2:15]1)[C:8]1[CH:13]=[CH:12][CH:11]=[CH:10][CH:9]=1.O.[OH-].[Na+]. The catalyst is CCOCC. The product is [CH2:7]([N:14]1[CH2:19][CH2:18][CH:17]([CH2:20][NH2:21])[CH2:16][CH2:15]1)[C:8]1[CH:13]=[CH:12][CH:11]=[CH:10][CH:9]=1. The yield is 0.823. (3) The reactants are [C:1]([N:3]1[CH2:8][CH2:7][N:6]([C:9]([O:11][C:12]([CH3:15])([CH3:14])[CH3:13])=[O:10])[C@H:5]([CH3:16])[CH2:4]1)#[N:2].Cl.[NH2:18][OH:19].C(=O)([O-])[O-].[Na+].[Na+]. The catalyst is CN(C=O)C. The product is [OH:19][NH:18][C:1]([N:3]1[CH2:8][CH2:7][N:6]([C:9]([O:11][C:12]([CH3:15])([CH3:14])[CH3:13])=[O:10])[C@H:5]([CH3:16])[CH2:4]1)=[NH:2]. The yield is 1.00. (4) The reactants are Cl[C:2]1[C:7]([CH2:8][CH3:9])=[C:6]([CH3:10])[N:5]=[C:4]([C:11]2[S:12][C:13]([Cl:16])=[CH:14][CH:15]=2)[N:3]=1.[NH2:17][C:18]1[CH:19]=[CH:20][C:21]([Br:27])=[C:22]([CH:26]=1)[C:23]([OH:25])=[O:24].Cl. The catalyst is O1CCOCC1.CC(O)=O. The product is [Br:27][C:21]1[CH:20]=[CH:19][C:18]([NH:17][C:2]2[C:7]([CH2:8][CH3:9])=[C:6]([CH3:10])[N:5]=[C:4]([C:11]3[S:12][C:13]([Cl:16])=[CH:14][CH:15]=3)[N:3]=2)=[CH:26][C:22]=1[C:23]([OH:25])=[O:24]. The yield is 0.770.